This data is from Reaction yield outcomes from USPTO patents with 853,638 reactions. The task is: Predict the reaction yield, written as a fraction of the theoretical maximum amount of product (1.0 means a 100% yield; for example, 0.34 means a 34% yield). The reactants are Br[C:2]1[CH:3]=[C:4]([CH:7]=[CH:8][CH:9]=1)[CH:5]=O.[CH2:10]([O:17][C:18]1[CH:23]=[CH:22][C:21](B(O)O)=[CH:20][CH:19]=1)[C:11]1[CH:16]=[CH:15][CH:14]=[CH:13][CH:12]=1.C([O-])([O-])=O.[Na+].[Na+].[BH4-].[Na+].[Br:35][C:36]1[C:44]2[C:39](=[CH:40][CH:41]=[CH:42][CH:43]=2)[NH:38][C:37]=1[C:45]([OH:47])=[O:46].[CH:48]1C=CC(P(C2C=CC=CC=2)C2C=CC=CC=2)=C[CH:49]=1.CC(OC(/N=N/C(OC(C)C)=O)=O)C. The catalyst is COCCOC.C1(C)C=CC=CC=1.C1C=CC([P]([Pd]([P](C2C=CC=CC=2)(C2C=CC=CC=2)C2C=CC=CC=2)([P](C2C=CC=CC=2)(C2C=CC=CC=2)C2C=CC=CC=2)[P](C2C=CC=CC=2)(C2C=CC=CC=2)C2C=CC=CC=2)(C2C=CC=CC=2)C2C=CC=CC=2)=CC=1.CCOC(C)=O. The product is [CH2:10]([O:17][C:18]1[CH:23]=[CH:22][C:21]([C:8]2[CH:9]=[CH:2][CH:3]=[C:4]([CH2:5][N:38]3[C:39]4[C:44](=[CH:43][CH:42]=[CH:41][CH:40]=4)[C:36]([Br:35])=[C:37]3[C:45]([O:47][CH2:48][CH3:49])=[O:46])[CH:7]=2)=[CH:20][CH:19]=1)[C:11]1[CH:16]=[CH:15][CH:14]=[CH:13][CH:12]=1. The yield is 0.200.